Dataset: Peptide-MHC class I binding affinity with 185,985 pairs from IEDB/IMGT. Task: Regression. Given a peptide amino acid sequence and an MHC pseudo amino acid sequence, predict their binding affinity value. This is MHC class I binding data. (1) The peptide sequence is WASIVPHTW. The MHC is HLA-B58:01 with pseudo-sequence HLA-B58:01. The binding affinity (normalized) is 0.854. (2) The peptide sequence is FVSVYFSDY. The MHC is HLA-B58:01 with pseudo-sequence HLA-B58:01. The binding affinity (normalized) is 0.0847. (3) The peptide sequence is GMLSSLHTL. The MHC is HLA-A26:01 with pseudo-sequence HLA-A26:01. The binding affinity (normalized) is 0.0847. (4) The peptide sequence is VPRENATAF. The MHC is HLA-A02:06 with pseudo-sequence HLA-A02:06. The binding affinity (normalized) is 0.0847. (5) The peptide sequence is AVAEAQCKK. The MHC is HLA-A03:01 with pseudo-sequence HLA-A03:01. The binding affinity (normalized) is 0.813. (6) The peptide sequence is GVPLLAMGCY. The MHC is HLA-A30:02 with pseudo-sequence HLA-A30:02. The binding affinity (normalized) is 0.569. (7) The peptide sequence is TVANNPDDK. The MHC is HLA-A68:01 with pseudo-sequence HLA-A68:01. The binding affinity (normalized) is 0.490. (8) The peptide sequence is ATPYDINQML. The MHC is Mamu-A01 with pseudo-sequence Mamu-A01. The binding affinity (normalized) is 0.925.